Dataset: Reaction yield outcomes from USPTO patents with 853,638 reactions. Task: Predict the reaction yield, written as a fraction of the theoretical maximum amount of product (1.0 means a 100% yield; for example, 0.34 means a 34% yield). (1) The reactants are Br[C:2]1[N:7]=[CH:6][C:5]([C:8]2[N:17]([C:18]3[CH:23]=[CH:22][C:21]([CH:24]([CH2:26][CH3:27])[CH3:25])=[CH:20][CH:19]=3)[C:16](=[O:28])[C:15]3[C:10](=[CH:11][CH:12]=[CH:13][CH:14]=3)[N:9]=2)=[CH:4][CH:3]=1.CC([O-])(C)C.[Na+].[CH2:35]([NH:37][CH2:38][CH3:39])[CH3:36]. The catalyst is C1(C)C=CC=CC=1.CC([O-])=O.CC([O-])=O.[Pd+2].C1C=CC(P(C2C=CC=CC=2)[C-]2C=CC=C2)=CC=1.C1C=CC(P(C2C=CC=CC=2)[C-]2C=CC=C2)=CC=1.[Fe+2]. The product is [CH:24]([C:21]1[CH:22]=[CH:23][C:18]([N:17]2[C:16](=[O:28])[C:15]3[C:10](=[CH:11][CH:12]=[CH:13][CH:14]=3)[N:9]=[C:8]2[C:5]2[CH:6]=[N:7][C:2]([N:37]([CH2:38][CH3:39])[CH2:35][CH3:36])=[CH:3][CH:4]=2)=[CH:19][CH:20]=1)([CH2:26][CH3:27])[CH3:25]. The yield is 0.370. (2) The reactants are [C:1]([C:5]1[CH2:9][C:8](=[O:10])[N:7]([CH2:11][C:12]2[CH:21]=[CH:20][C:15]([C:16]([O:18][CH3:19])=[O:17])=[CH:14][CH:13]=2)[N:6]=1)([CH3:4])([CH3:3])[CH3:2].[CH2:22](Br)[C:23]1[CH:28]=[CH:27][CH:26]=[CH:25][CH:24]=1.C(=O)([O-])[O-].[K+].[K+].CN(C)C=O. The catalyst is O. The product is [CH2:22]([O:10][C:8]1[N:7]([CH2:11][C:12]2[CH:13]=[CH:14][C:15]([C:16]([O:18][CH3:19])=[O:17])=[CH:20][CH:21]=2)[N:6]=[C:5]([C:1]([CH3:4])([CH3:2])[CH3:3])[CH:9]=1)[C:23]1[CH:28]=[CH:27][CH:26]=[CH:25][CH:24]=1. The yield is 0.810. (3) The reactants are [NH2:1][C@H:2]1[CH2:8][CH:7]=[CH:6][C@@H:5]([C:9]2[CH:14]=[CH:13][C:12]([O:15][CH3:16])=[CH:11][CH:10]=2)[N:4]([CH2:17][CH:18]2[CH2:20][CH2:19]2)[C:3]1=[O:21].[OH:22][C@@H:23]([CH2:35][CH:36]([CH3:38])[CH3:37])[C:24]([NH:26][C@H:27]([C:32](O)=[O:33])[CH2:28][CH:29]([CH3:31])[CH3:30])=[O:25].CCN=C=NCCCN(C)C.Cl.CN1CCOCC1. The catalyst is C(Cl)Cl. The product is [CH:18]1([CH2:17][N:4]2[C@H:5]([C:9]3[CH:14]=[CH:13][C:12]([O:15][CH3:16])=[CH:11][CH:10]=3)[CH:6]=[CH:7][CH2:8][C@H:2]([NH:1][C:32](=[O:33])[C@H:27]([CH2:28][CH:29]([CH3:31])[CH3:30])[NH:26][C:24](=[O:25])[C@@H:23]([OH:22])[CH2:35][CH:36]([CH3:37])[CH3:38])[C:3]2=[O:21])[CH2:19][CH2:20]1. The yield is 0.950. (4) The reactants are [Br:1][C:2]1[C:3]([F:17])=[CH:4][C:5]2[O:14][CH2:13][CH2:12][N:11]3[C:7](=[N:8][C:9](I)=[CH:10]3)[C:6]=2[CH:16]=1.C[Si](N[Si](C)(C)C)(C)C.C[N:28](C)[CH:29]=[O:30]. No catalyst specified. The product is [Br:1][C:2]1[C:3]([F:17])=[CH:4][C:5]2[O:14][CH2:13][CH2:12][N:11]3[C:7](=[N:8][C:9]([C:29]([NH2:28])=[O:30])=[CH:10]3)[C:6]=2[CH:16]=1. The yield is 0.300. (5) The reactants are Cl[CH2:2][C:3]([O:5][CH3:6])=[O:4].[NH2:7][C:8]1[N:9]([C:14]2[C:23]3[C:18](=[CH:19][CH:20]=[CH:21][CH:22]=3)[C:17]([CH:24]3[CH2:26][CH2:25]3)=[CH:16][CH:15]=2)[C:10]([SH:13])=[N:11][N:12]=1.C(=O)([O-])[O-].[K+].[K+]. The catalyst is CN(C=O)C. The product is [NH2:7][C:8]1[N:9]([C:14]2[C:23]3[C:18](=[CH:19][CH:20]=[CH:21][CH:22]=3)[C:17]([CH:24]3[CH2:26][CH2:25]3)=[CH:16][CH:15]=2)[C:10]([S:13][CH2:2][C:3]([O:5][CH3:6])=[O:4])=[N:11][N:12]=1. The yield is 0.800. (6) The reactants are [Br:1][C:2]1[CH:3]=[C:4](N)[CH:5]=[C:6]([C:8]([F:11])([F:10])[F:9])[CH:7]=1.Cl.N([O-])=O.[Na+].[CH2:18]([O:20][C:21]([SH:23])=[S:22])[CH3:19].[K]. The yield is 0.510. The product is [CH2:18]([O:20][C:21](=[S:22])[S:23][C:4]1[CH:5]=[C:6]([C:8]([F:11])([F:10])[F:9])[CH:7]=[C:2]([Br:1])[CH:3]=1)[CH3:19]. The catalyst is O.C(O)C. (7) The reactants are [Br:1][CH2:2][CH2:3][CH2:4][C:5](Cl)=[O:6].[NH2:8][C:9]1[CH:17]=[CH:16][CH:15]=[CH:14][C:10]=1[C:11]([NH2:13])=[O:12].N1C=CC=CC=1.Cl. The yield is 0.813. The product is [Br:1][CH2:2][CH2:3][CH2:4][C:5]([NH:8][C:9]1[CH:17]=[CH:16][CH:15]=[CH:14][C:10]=1[C:11]([NH2:13])=[O:12])=[O:6]. The catalyst is ClCCl. (8) The reactants are [OH:1][CH2:2][CH2:3][O:4][C:5]1[C:10]([CH3:11])=[CH:9][C:8]([C:12]2[NH:21][C:20](=[O:22])[C:19]3[C:14](=[CH:15][C:16]([O:25][CH3:26])=[CH:17][C:18]=3[O:23][CH3:24])[N:13]=2)=[CH:7][C:6]=1[CH3:27].[CH2:28]([N:31]=[C:32]=[O:33])[CH2:29][CH3:30]. The catalyst is C1COCC1. The product is [CH2:28]([NH:31][C:32](=[O:33])[O:1][CH2:2][CH2:3][O:4][C:5]1[C:10]([CH3:11])=[CH:9][C:8]([C:12]2[NH:21][C:20](=[O:22])[C:19]3[C:14](=[CH:15][C:16]([O:25][CH3:26])=[CH:17][C:18]=3[O:23][CH3:24])[N:13]=2)=[CH:7][C:6]=1[CH3:27])[CH2:29][CH3:30]. The yield is 0.410.